This data is from Forward reaction prediction with 1.9M reactions from USPTO patents (1976-2016). The task is: Predict the product of the given reaction. (1) Given the reactants [CH3:1][C:2]1[O:6][C:5]([C:7]2[CH:12]=[CH:11][CH:10]=[CH:9][CH:8]=2)=[N:4][C:3]=1[CH2:13][O:14][C:15]1[CH:23]=[CH:22][C:18]([CH2:19][O:20][NH2:21])=[CH:17][CH:16]=1.O=[C:25]1[C:33]2[C:28](=[CH:29][CH:30]=[CH:31][CH:32]=2)[CH:27]([C:34]([OH:36])=[O:35])[CH2:26]1.C(O)(=O)C.C([O-])(=O)C.[Na+], predict the reaction product. The product is: [CH3:1][C:2]1[O:6][C:5]([C:7]2[CH:8]=[CH:9][CH:10]=[CH:11][CH:12]=2)=[N:4][C:3]=1[CH2:13][O:14][C:15]1[CH:16]=[CH:17][C:18]([CH2:19][O:20]/[N:21]=[C:25]2\[CH2:26][CH:27]([C:34]([OH:36])=[O:35])[C:28]3[C:33]\2=[CH:32][CH:31]=[CH:30][CH:29]=3)=[CH:22][CH:23]=1. (2) The product is: [Br:16][C:13]1[CH:12]=[N:11][CH:10]=[C:9]2[C:14]=1[CH:15]=[C:6]([C:4]([O:3][CH2:1][CH3:2])=[O:5])[CH:7]=[N:8]2. Given the reactants [CH2:1]([O:3][C:4]([C:6]1[CH:7]=[N:8][C:9]2[C:14]([CH:15]=1)=[CH:13][CH:12]=[N:11][CH:10]=2)=[O:5])[CH3:2].[Br:16]N1C(=O)CCC1=O, predict the reaction product. (3) Given the reactants [N+:1](/[C:4](/[CH3:13])=[CH:5]/[C:6]1[CH:7]=[C:8]([OH:12])[CH:9]=[CH:10][CH:11]=1)([O-:3])=[O:2].[H-].[Na+].[CH2:16](Br)[C:17]1[CH:22]=[CH:21][CH:20]=[CH:19][CH:18]=1, predict the reaction product. The product is: [CH2:16]([O:12][C:8]1[CH:9]=[CH:10][CH:11]=[C:6](/[CH:5]=[C:4](/[N+:1]([O-:3])=[O:2])\[CH3:13])[CH:7]=1)[C:17]1[CH:22]=[CH:21][CH:20]=[CH:19][CH:18]=1.